From a dataset of Retrosynthesis with 50K atom-mapped reactions and 10 reaction types from USPTO. Predict the reactants needed to synthesize the given product. (1) Given the product COC(=O)Cc1ccc(CCC#Cc2ccc([N+](=O)[O-])cc2)cc1, predict the reactants needed to synthesize it. The reactants are: C#CCCc1ccc(CC(=O)OC)cc1.O=[N+]([O-])c1ccc(I)cc1. (2) Given the product CC(C)(C)OC(=O)N1CCCC1=O, predict the reactants needed to synthesize it. The reactants are: CC(C)(C)OC(=O)OC(=O)OC(C)(C)C.O=C1CCCN1. (3) Given the product c1ccc(CSc2nnc(-c3ccc4c(c3)OCO4)o2)cc1, predict the reactants needed to synthesize it. The reactants are: BrCc1ccccc1.Sc1nnc(-c2ccc3c(c2)OCO3)o1. (4) Given the product O=c1[nH]c(=O)n(-c2ccc(Cl)nn2)cc1C1c2ccccc2C=Cc2ccccc21, predict the reactants needed to synthesize it. The reactants are: Clc1ccc(Cl)nn1.O=c1[nH]cc(C2c3ccccc3C=Cc3ccccc32)c(=O)[nH]1. (5) Given the product CC(C)(C)Cc1ccc2c(c1)C(=O)CCN2C(=O)OCc1ccccc1, predict the reactants needed to synthesize it. The reactants are: CC(C)(C)C[Zn]Br.O=C1CCN(C(=O)OCc2ccccc2)c2ccc(Br)cc21. (6) Given the product O=Cc1cc(Cl)ccc1-n1cncn1, predict the reactants needed to synthesize it. The reactants are: O=Cc1cc(Cl)ccc1F.c1nc[nH]n1. (7) Given the product CCc1cc([N+](=O)[O-])cc2ncsc12, predict the reactants needed to synthesize it. The reactants are: CCOC(C)=O.O=[N+]([O-])c1cc(Br)c2scnc2c1.